Dataset: Reaction yield outcomes from USPTO patents with 853,638 reactions. Task: Predict the reaction yield, written as a fraction of the theoretical maximum amount of product (1.0 means a 100% yield; for example, 0.34 means a 34% yield). (1) The reactants are [CH3:1][O:2][C:3]1[CH:20]=[CH:19][C:18]2[C@@H:17]3[C@H:8]([C@H:9]4[C@@:13]([CH2:15][CH2:16]3)([CH3:14])[C@@H:12]([OH:21])[CH2:11][CH2:10]4)[C@H:7]([CH2:22][CH:23]=[CH2:24])[CH2:6][C:5]=2[CH:4]=1.[F:25][C:26]([F:48])([C:44]([F:47])([F:46])[F:45])[CH2:27][CH2:28][CH2:29][CH:30]([CH2:36][CH2:37][CH2:38][CH2:39][CH2:40][CH2:41]C=C)[C:31]([O:33][CH2:34][CH3:35])=[O:32]. The catalyst is ClCCl.C(P(C1CCCCC1)(C1CCCCC1)C1CCCCC1)(P(C1CCCCC1)(C1CCCCC1)C1CCCCC1)C1C=CC=CC=1.Cl[Ru]Cl. The product is [OH:21][C@H:12]1[CH2:11][CH2:10][C@H:9]2[C@H:8]3[C@H:17]([CH2:16][CH2:15][C@:13]12[CH3:14])[C:18]1[CH:19]=[CH:20][C:3]([O:2][CH3:1])=[CH:4][C:5]=1[CH2:6][C@H:7]3[CH2:22][CH:23]=[CH:24][CH2:41][CH2:40][CH2:39][CH2:38][CH2:37][CH2:36][CH:30]([CH2:29][CH2:28][CH2:27][C:26]([F:25])([F:48])[C:44]([F:45])([F:46])[F:47])[C:31]([O:33][CH2:34][CH3:35])=[O:32]. The yield is 0.670. (2) The reactants are [CH3:1][O:2][C:3](=[O:10])[C@H:4]([CH2:6][CH:7]([CH3:9])[CH3:8])[NH2:5].C([O-])([O-])=O.[Na+].[Na+].[CH2:17]([O:24][C:25](Cl)=[O:26])[C:18]1[CH:23]=[CH:22][CH:21]=[CH:20][CH:19]=1. The catalyst is O1CCOCC1. The product is [CH3:1][O:2][C:3](=[O:10])[C@H:4]([CH2:6][CH:7]([CH3:9])[CH3:8])[NH:5][C:25]([O:24][CH2:17][C:18]1[CH:23]=[CH:22][CH:21]=[CH:20][CH:19]=1)=[O:26]. The yield is 1.00. (3) The reactants are [OH:1][C:2]1[CH:7]=[C:6]([OH:8])[N:5]=[C:4]([C:9]2[CH:14]=[CH:13][C:12]([F:15])=[CH:11][CH:10]=2)[N:3]=1.C(=O)([O-])[O-].[Na+].[Na+].[N+:22]([O-])([OH:24])=[O:23]. No catalyst specified. The product is [F:15][C:12]1[CH:13]=[CH:14][C:9]([C:4]2[N:5]=[C:6]([OH:8])[C:7]([N+:22]([O-:24])=[O:23])=[C:2]([OH:1])[N:3]=2)=[CH:10][CH:11]=1. The yield is 0.680. (4) The yield is 0.610. The catalyst is C(O)C. The product is [Cl:31][C:21]1[CH:22]=[C:23]([C:24]2[N:6]([CH2:7][C:8]([NH:9][CH:10]([CH3:12])[CH3:11])=[O:13])[C:4](=[O:5])[C:3]3[C:2](=[CH:17][CH:16]=[C:15]([OH:18])[CH:14]=3)[N:1]=2)[CH:29]=[CH:30][C:20]=1[F:19]. The reactants are [NH2:1][C:2]1[CH:17]=[CH:16][C:15]([OH:18])=[CH:14][C:3]=1[C:4]([NH:6][CH2:7][C:8](=[O:13])[NH:9][CH:10]([CH3:12])[CH3:11])=[O:5].[F:19][C:20]1[CH:30]=[CH:29][C:23]([C:24](=N)OCC)=[CH:22][C:21]=1[Cl:31]. (5) The reactants are CC(C)=O.[OH:5][CH2:6][CH:7]1[CH2:12][CH2:11][CH2:10][CH2:9][N:8]1[CH2:13][CH2:14][O:15][C:16]1[CH:21]=[CH:20][C:19]([OH:22])=[CH:18][CH:17]=1.C(OC1C=CC(OCC[N:38]2C[CH2:42][CH2:41][CH2:40][CH:39]2CO)=CC=1)C1C=CC=CC=1.C(O)C.[C:51]([O:54][CH2:55][CH3:56])(=O)C. The catalyst is [Pd]. The product is [O:54]1[C:55]2[CH:56]=[CH:42][CH:41]=[CH:40][C:39]=2[N:38]=[C:51]1[O:22][C:19]1[CH:18]=[CH:17][C:16]([O:15][CH2:14][CH2:13][N:8]2[CH2:9][CH2:10][CH2:11][CH2:12][CH:7]2[CH2:6][OH:5])=[CH:21][CH:20]=1. The yield is 1.00. (6) The reactants are C([O-])([O-])=O.[Na+].[Na+].Br[C:8]1[NH:9][C:10]2[C:15]([C:16]=1[CH:17]=[O:18])=[CH:14][C:13]([O:19][CH3:20])=[CH:12][CH:11]=2.[N:21]1[CH:26]=[C:25](B(O)O)[CH:24]=[N:23][CH:22]=1. The catalyst is C(O)CC.C1C=CC([P]([Pd]([P](C2C=CC=CC=2)(C2C=CC=CC=2)C2C=CC=CC=2)([P](C2C=CC=CC=2)(C2C=CC=CC=2)C2C=CC=CC=2)[P](C2C=CC=CC=2)(C2C=CC=CC=2)C2C=CC=CC=2)(C2C=CC=CC=2)C2C=CC=CC=2)=CC=1. The product is [CH3:20][O:19][C:13]1[CH:14]=[C:15]2[C:10](=[CH:11][CH:12]=1)[NH:9][C:8]([C:25]1[CH:26]=[N:21][CH:22]=[N:23][CH:24]=1)=[C:16]2[CH:17]=[O:18]. The yield is 0.500.